From a dataset of Peptide-MHC class I binding affinity with 185,985 pairs from IEDB/IMGT. Regression. Given a peptide amino acid sequence and an MHC pseudo amino acid sequence, predict their binding affinity value. This is MHC class I binding data. (1) The peptide sequence is QFTSAICSV. The MHC is Patr-A0701 with pseudo-sequence Patr-A0701. The binding affinity (normalized) is 0.654. (2) The peptide sequence is TMMRHRREL. The MHC is HLA-A80:01 with pseudo-sequence HLA-A80:01. The binding affinity (normalized) is 0.0847. (3) The peptide sequence is EEVLDVCPL. The MHC is HLA-B18:01 with pseudo-sequence HLA-B18:01. The binding affinity (normalized) is 0.454.